From a dataset of Full USPTO retrosynthesis dataset with 1.9M reactions from patents (1976-2016). Predict the reactants needed to synthesize the given product. (1) Given the product [CH3:22][O:21][C:20]1[C:11]([O:10][C@H:39]2[C@@H:44]3[O:45][C:46](=[O:48])[O:47][C@@H:43]3[C@@H:42]([O:49][CH3:50])[C:41]([CH3:52])([CH3:51])[O:40]2)=[CH:12][CH:13]=[C:14]2[C:19]=1[O:18][C:17](=[O:23])[C:16]([NH:24][C:25](=[O:34])[O:26][CH2:27][C:28]1[CH:29]=[CH:30][CH:31]=[CH:32][CH:33]=1)=[CH:15]2, predict the reactants needed to synthesize it. The reactants are: B(F)(F)F.CCOCC.[OH:10][C:11]1[C:20]([O:21][CH3:22])=[C:19]2[C:14]([CH:15]=[C:16]([NH:24][C:25](=[O:34])[O:26][CH2:27][C:28]3[CH:33]=[CH:32][CH:31]=[CH:30][CH:29]=3)[C:17](=[O:23])[O:18]2)=[CH:13][CH:12]=1.ClC(Cl)(Cl)C(=N)O[C@H:39]1[C@@H:44]2[O:45][C:46](=[O:48])[O:47][C@@H:43]2[C@@H:42]([O:49][CH3:50])[C:41]([CH3:52])([CH3:51])[O:40]1.C(N(CC)CC)C. (2) Given the product [NH:30]1[CH2:29][CH2:28][N:27]=[C:26]1[NH:1][CH2:2][CH:3]1[CH2:12][CH2:11][CH2:10][C:9]2[CH:8]=[C:7]([NH:13][S:14]([C:17]3[CH:18]=[CH:19][CH:20]=[CH:21][CH:22]=3)(=[O:16])=[O:15])[CH:6]=[CH:5][C:4]1=2, predict the reactants needed to synthesize it. The reactants are: [NH2:1][CH2:2][CH:3]1[CH2:12][CH2:11][CH2:10][C:9]2[CH:8]=[C:7]([NH:13][S:14]([C:17]3[CH:22]=[CH:21][CH:20]=[CH:19][CH:18]=3)(=[O:16])=[O:15])[CH:6]=[CH:5][C:4]1=2.I.CS[C:26]1[NH:27][CH2:28][CH2:29][N:30]=1. (3) Given the product [I:15][C:2]1[CH:3]=[C:4]2[C:9](=[CH:10][CH:11]=1)[NH:8][C:7](=[O:12])[CH:6]=[C:5]2[CH3:13], predict the reactants needed to synthesize it. The reactants are: Br[C:2]1[CH:3]=[C:4]2[C:9](=[CH:10][CH:11]=1)[NH:8][C:7](=[O:12])[CH:6]=[C:5]2[CH3:13].[Na+].[I-:15].CNCCNC.N.